Dataset: Full USPTO retrosynthesis dataset with 1.9M reactions from patents (1976-2016). Task: Predict the reactants needed to synthesize the given product. (1) Given the product [CH3:43][N:42]([CH3:44])[S:39]([C:33]1[CH:34]=[C:35]([F:38])[CH:36]=[CH:37][C:32]=1[CH2:31][NH:30][C:3]([C:5]1[N:6]=[C:7]2[N:15]([CH2:16][C:17]([N:19]3[CH2:20][CH:21]([CH3:26])[CH2:22][CH:23]([CH3:25])[CH2:24]3)=[O:18])[CH:14]=[C:13]([CH2:27][S:28][CH3:29])[N:8]2[C:9](=[O:12])[C:10]=1[OH:11])=[O:2])(=[O:41])=[O:40], predict the reactants needed to synthesize it. The reactants are: C[O:2][C:3]([C:5]1[N:6]=[C:7]2[N:15]([CH2:16][C:17]([N:19]3[CH2:24][CH:23]([CH3:25])[CH2:22][CH:21]([CH3:26])[CH2:20]3)=[O:18])[CH:14]=[C:13]([CH2:27][S:28][CH3:29])[N:8]2[C:9](=[O:12])[C:10]=1[OH:11])=O.[NH2:30][CH2:31][C:32]1[CH:37]=[CH:36][C:35]([F:38])=[CH:34][C:33]=1[S:39]([N:42]([CH3:44])[CH3:43])(=[O:41])=[O:40]. (2) Given the product [CH3:17][S:18]([O:1][CH2:2][CH2:3][N:4]([O:8][CH3:9])[CH2:5][CH2:6][O:7][S:18]([CH3:17])(=[O:20])=[O:19])(=[O:20])=[O:19], predict the reactants needed to synthesize it. The reactants are: [OH:1][CH2:2][CH2:3][N:4]([O:8][CH3:9])[CH2:5][CH2:6][OH:7].C(N(CC)CC)C.[CH3:17][S:18](Cl)(=[O:20])=[O:19]. (3) Given the product [F:25][C:20]1[CH:21]=[CH:22][CH:23]=[CH:24][C:19]=1[CH2:18][C:17]([CH:14]1[CH2:13][CH2:12][N:11]([CH:9]([C:4]2[C:3](=[O:2])[NH:8][CH:7]=[CH:6][N:5]=2)[CH3:10])[CH2:16][CH2:15]1)=[O:26], predict the reactants needed to synthesize it. The reactants are: C[O:2][C:3]1[C:4]([CH:9]([N:11]2[CH2:16][CH2:15][CH:14]([C:17](=[O:26])[CH2:18][C:19]3[CH:24]=[CH:23][CH:22]=[CH:21][C:20]=3[F:25])[CH2:13][CH2:12]2)[CH3:10])=[N:5][CH:6]=[CH:7][N:8]=1.C(=O)(O)[O-].[Na+].C(OCC)(=O)C. (4) Given the product [N:36]1([C:30]([C:29]2[CH:28]=[C:27]([CH:35]=[CH:34][CH:33]=2)[CH2:26][N:3]2[CH:4]=[C:5]([C:8]3[O:12][N:11]=[C:10]([C:13]4[CH:18]=[CH:17][C:16]([C:19]([CH3:24])([CH3:25])[C:20]([F:23])([F:22])[F:21])=[CH:15][CH:14]=4)[N:9]=3)[CH:6]=[CH:7][C:2]2=[O:1])=[O:31])[CH2:41][CH2:40][O:39][CH2:38][CH2:37]1, predict the reactants needed to synthesize it. The reactants are: [O:1]=[C:2]1[CH:7]=[CH:6][C:5]([C:8]2[O:12][N:11]=[C:10]([C:13]3[CH:18]=[CH:17][C:16]([C:19]([CH3:25])([CH3:24])[C:20]([F:23])([F:22])[F:21])=[CH:15][CH:14]=3)[N:9]=2)=[CH:4][N:3]1[CH2:26][C:27]1[CH:28]=[C:29]([CH:33]=[CH:34][CH:35]=1)[C:30](Cl)=[O:31].[NH:36]1[CH2:41][CH2:40][O:39][CH2:38][CH2:37]1. (5) Given the product [Br:1][C:2]1[CH:7]=[CH:6][C:5]([NH:10][CH2:11][CH2:12][OH:13])=[CH:4][C:3]=1[CH3:9], predict the reactants needed to synthesize it. The reactants are: [Br:1][C:2]1[CH:7]=[CH:6][C:5](I)=[CH:4][C:3]=1[CH3:9].[NH2:10][CH2:11][CH2:12][OH:13].N1CCC[C@H]1C(O)=O.C([O-])([O-])=O.[K+].[K+]. (6) Given the product [N:24]1([CH2:30][CH2:31][CH2:32][NH:33][C:21]([C:17]2[C:18]3[C:13](=[CH:12][C:11]([O:10][C:4]4[C:5]5[S:9][CH:8]=[CH:7][C:6]=5[N:1]=[CH:2][N:3]=4)=[CH:20][CH:19]=3)[CH:14]=[CH:15][CH:16]=2)=[O:23])[CH2:29][CH2:28][O:27][CH2:26][CH2:25]1, predict the reactants needed to synthesize it. The reactants are: [N:1]1[C:6]2[CH:7]=[CH:8][S:9][C:5]=2[C:4]([O:10][C:11]2[CH:12]=[C:13]3[C:18](=[CH:19][CH:20]=2)[C:17]([C:21]([OH:23])=O)=[CH:16][CH:15]=[CH:14]3)=[N:3][CH:2]=1.[N:24]1([CH2:30][CH2:31][CH2:32][NH2:33])[CH2:29][CH2:28][O:27][CH2:26][CH2:25]1. (7) Given the product [NH:25]([C:2]([NH:1][C:20]1[CH:21]=[CH:22][CH:23]=[C:18]([S:17][CH2:16][C:13]2[CH:12]=[CH:11][C:10]([C:4]3[CH:9]=[CH:8][CH:7]=[CH:6][CH:5]=3)=[CH:15][CH:14]=2)[CH:19]=1)=[S:3])[NH2:26], predict the reactants needed to synthesize it. The reactants are: [N-:1]=[C:2]=[S:3].[C:4]1([C:10]2[CH:15]=[CH:14][C:13]([CH2:16][S:17][C:18]3[CH:19]=[CH:20][CH:21]=[CH:22][CH:23]=3)=[CH:12][CH:11]=2)[CH:9]=[CH:8][CH:7]=[CH:6][CH:5]=1.O.[NH2:25][NH2:26]. (8) Given the product [CH3:27][O:26][C:18]1[CH:17]=[C:16]([CH2:14][N:7]2[CH2:6][C:5]3[CH:4]=[C:3]([O:2][CH3:1])[CH:13]=[N:12][C:11]=3[S:10][CH2:9][CH2:8]2)[CH:25]=[CH:24][C:19]=1[C:20]([O:22][CH3:23])=[O:21], predict the reactants needed to synthesize it. The reactants are: [CH3:1][O:2][C:3]1[CH:13]=[N:12][C:11]2[S:10][CH2:9][CH2:8][NH:7][CH2:6][C:5]=2[CH:4]=1.[CH:14]([C:16]1[CH:25]=[CH:24][C:19]([C:20]([O:22][CH3:23])=[O:21])=[C:18]([O:26][CH3:27])[CH:17]=1)=O.C(O[BH-](OC(=O)C)OC(=O)C)(=O)C.[Na+].